Dataset: Full USPTO retrosynthesis dataset with 1.9M reactions from patents (1976-2016). Task: Predict the reactants needed to synthesize the given product. (1) Given the product [Br:1][C:2]1[CH:3]=[C:4]2[C:9](=[CH:10][CH:11]=1)[N:8]=[CH:7][C:6]([C:12](=[O:14])[CH3:13])=[C:5]2[NH:26][C:25]1[CH:24]=[CH:23][C:22]([CH2:21][N:16]2[CH2:20][CH2:19][CH2:18][CH2:17]2)=[CH:28][CH:27]=1, predict the reactants needed to synthesize it. The reactants are: [Br:1][C:2]1[CH:3]=[C:4]2[C:9](=[CH:10][CH:11]=1)[N:8]=[CH:7][C:6]([C:12](=[O:14])[CH3:13])=[C:5]2Cl.[N:16]1([CH2:21][C:22]2[CH:28]=[CH:27][C:25]([NH2:26])=[CH:24][CH:23]=2)[CH2:20][CH2:19][CH2:18][CH2:17]1. (2) Given the product [Cl:1][C:2]1[C:7]([Cl:8])=[CH:6][CH:5]=[CH:4][C:3]=1[N:9]1[CH2:10][CH2:11][N:12]([CH2:15][CH2:16][CH2:17][CH2:18][O:19][C:20]2[CH:21]=[CH:22][C:23]([CH3:27])=[C:24]([NH:25][C:28](=[O:30])[CH3:29])[CH:26]=2)[CH2:13][CH2:14]1, predict the reactants needed to synthesize it. The reactants are: [Cl:1][C:2]1[C:7]([Cl:8])=[CH:6][CH:5]=[CH:4][C:3]=1[N:9]1[CH2:14][CH2:13][N:12]([CH2:15][CH2:16][CH2:17][CH2:18][O:19][C:20]2[CH:21]=[CH:22][C:23]([CH3:27])=[C:24]([CH:26]=2)[NH2:25])[CH2:11][CH2:10]1.[C:28](Cl)(=[O:30])[CH3:29].CCN(CC)CC. (3) Given the product [O:26]1[C:22]2[CH:21]=[CH:20][N:19]=[C:18]([O:17][C:16]3[CH:27]=[CH:28][C:13]([C:12]4[C:7]([OH:6])=[N:8][CH:9]=[N:10][C:11]=4[CH3:30])=[C:14]([CH3:29])[CH:15]=3)[C:23]=2[CH:24]=[CH:25]1, predict the reactants needed to synthesize it. The reactants are: B(Br)(Br)Br.C[O:6][C:7]1[C:12]([C:13]2[CH:28]=[CH:27][C:16]([O:17][C:18]3[C:23]4[CH:24]=[CH:25][O:26][C:22]=4[CH:21]=[CH:20][N:19]=3)=[CH:15][C:14]=2[CH3:29])=[C:11]([CH3:30])[N:10]=[CH:9][N:8]=1.CO.C(=O)(O)[O-].[Na+].